This data is from Peptide-MHC class II binding affinity with 134,281 pairs from IEDB. The task is: Regression. Given a peptide amino acid sequence and an MHC pseudo amino acid sequence, predict their binding affinity value. This is MHC class II binding data. (1) The peptide sequence is TATAAVGAATGAATA. The MHC is DRB1_0401 with pseudo-sequence DRB1_0401. The binding affinity (normalized) is 0.0644. (2) The peptide sequence is EKRYFAATQFEPLAA. The MHC is HLA-DPA10201-DPB11401 with pseudo-sequence HLA-DPA10201-DPB11401. The binding affinity (normalized) is 0.631. (3) The peptide sequence is LGNFSWFPHKDMMPS. The MHC is DRB1_0101 with pseudo-sequence DRB1_0101. The binding affinity (normalized) is 0.736. (4) The peptide sequence is GEPIRFLLSYGEKDF. The MHC is DRB1_0405 with pseudo-sequence DRB1_0405. The binding affinity (normalized) is 0.701. (5) The peptide sequence is VPYFVRVQGLLRICALARKAV. The MHC is DRB1_0301 with pseudo-sequence DRB1_0301. The binding affinity (normalized) is 0. (6) The peptide sequence is SVGLGKVLIDILAGYGAGVA. The MHC is DRB1_0101 with pseudo-sequence DRB1_0101. The binding affinity (normalized) is 0.705.